From a dataset of Reaction yield outcomes from USPTO patents with 853,638 reactions. Predict the reaction yield, written as a fraction of the theoretical maximum amount of product (1.0 means a 100% yield; for example, 0.34 means a 34% yield). (1) The reactants are [CH2:1]([O:8][C:9]1[CH:17]=[CH:16][C:12]([C:13](O)=[O:14])=[CH:11][CH:10]=1)[CH2:2][CH2:3][CH2:4][CH2:5][CH2:6][CH3:7].C(N1C=CN=C1)(N1C=CN=C1)=O.O.[NH2:31][NH2:32]. The catalyst is C1COCC1. The product is [CH2:1]([O:8][C:9]1[CH:17]=[CH:16][C:12]([C:13]([NH:31][NH2:32])=[O:14])=[CH:11][CH:10]=1)[CH2:2][CH2:3][CH2:4][CH2:5][CH2:6][CH3:7]. The yield is 0.710. (2) The reactants are [NH2:1][C:2]1[CH:3]=[C:4]([F:58])[C:5]([S:52]([CH:55]([CH3:57])[CH3:56])(=[O:54])=[O:53])=[C:6]([CH2:8][N:9]([CH3:51])[C:10]([CH:12]([NH:24][C:25]2[CH:26]=[C:27]3[C:32](=[CH:33][C:34]=2[F:35])[C:31]([N:36]([C:44]([O:46][C:47]([CH3:50])([CH3:49])[CH3:48])=[O:45])[C:37](=[O:43])[O:38][C:39]([CH3:42])([CH3:41])[CH3:40])=[N:30][CH:29]=[CH:28]3)[C:13]2[CH:18]=[CH:17][C:16]([C@@H:19]([CH3:22])[CH2:20][OH:21])=[C:15]([CH3:23])[CH:14]=2)=[O:11])[CH:7]=1.[C:59](Cl)(Cl)=[O:60]. The catalyst is C(#N)C.ClCCl. The product is [C:39]([O:38][C:37]([N:36]([C:31]1[C:32]2[C:27](=[CH:26][C:25]([NH:24][C@H:12]3[C:10](=[O:11])[N:9]([CH3:51])[CH2:8][C:6]4[CH:7]=[C:2]([CH:3]=[C:4]([F:58])[C:5]=4[S:52]([CH:55]([CH3:57])[CH3:56])(=[O:53])=[O:54])[NH:1][C:59](=[O:60])[O:21][CH2:20][C@H:19]([CH3:22])[C:16]4[CH:17]=[CH:18][C:13]3=[CH:14][C:15]=4[CH3:23])=[C:34]([F:35])[CH:33]=2)[CH:28]=[CH:29][N:30]=1)[C:44](=[O:45])[O:46][C:47]([CH3:48])([CH3:49])[CH3:50])=[O:43])([CH3:42])([CH3:40])[CH3:41]. The yield is 0.388. (3) The reactants are [CH3:1][C:2]([CH3:32])([CH3:31])[CH2:3][N:4]([CH3:30])[C:5]1[N:10]=[C:9](S(C)(=O)=O)[N:8]=[C:7]([NH:15][C:16]2[CH:17]=[C:18]([CH:23]=[CH:24][C:25]=2[CH3:26])[C:19]([NH:21][CH3:22])=[O:20])[C:6]=1[N+:27]([O-:29])=[O:28].[CH3:33][N:34]([CH3:39])[CH2:35][CH2:36][CH2:37][NH2:38]. The catalyst is C(#N)C. The product is [CH3:33][N:34]([CH3:39])[CH2:35][CH2:36][CH2:37][NH:38][C:9]1[N:8]=[C:7]([NH:15][C:16]2[CH:17]=[C:18]([CH:23]=[CH:24][C:25]=2[CH3:26])[C:19]([NH:21][CH3:22])=[O:20])[C:6]([N+:27]([O-:29])=[O:28])=[C:5]([N:4]([CH2:3][C:2]([CH3:32])([CH3:31])[CH3:1])[CH3:30])[N:10]=1. The yield is 0.640. (4) The reactants are Br[CH2:2][CH2:3][CH2:4][O:5][C:6]1[CH:11]=[CH:10][C:9]([B:12]2[O:16][C:15]([CH3:18])([CH3:17])[C:14]([CH3:20])([CH3:19])[O:13]2)=[CH:8][CH:7]=1.Cl.[CH3:22][C@@H:23]1[CH2:27][CH2:26][CH2:25][NH:24]1.C([O-])([O-])=O.[K+].[K+]. The catalyst is CC#N. The product is [CH3:22][C@@H:23]1[CH2:27][CH2:26][CH2:25][N:24]1[CH2:2][CH2:3][CH2:4][O:5][C:6]1[CH:11]=[CH:10][C:9]([B:12]2[O:16][C:15]([CH3:18])([CH3:17])[C:14]([CH3:20])([CH3:19])[O:13]2)=[CH:8][CH:7]=1. The yield is 0.840. (5) The reactants are [N:1]1([CH2:7][C:8]2[CH:13]=[CH:12][C:11]([NH:14][C:15]([C:17]3[C:21]([NH2:22])=[CH:20][NH:19][N:18]=3)=[O:16])=[CH:10][CH:9]=2)[CH2:6][CH2:5][O:4][CH2:3][CH2:2]1.Cl[C:24]1[CH:29]=[CH:28][N:27]=[C:26]2[O:30][CH:31]=[CH:32][C:25]=12. No catalyst specified. The product is [O:30]1[C:26]2=[N:27][CH:28]=[CH:29][C:24]([NH:22][C:21]3[C:17]([C:15]([NH:14][C:11]4[CH:12]=[CH:13][C:8]([CH2:7][N:1]5[CH2:6][CH2:5][O:4][CH2:3][CH2:2]5)=[CH:9][CH:10]=4)=[O:16])=[N:18][NH:19][CH:20]=3)=[C:25]2[CH:32]=[CH:31]1. The yield is 0.293. (6) The reactants are [I:1][C:2]1[CH:10]=[CH:9][C:5]([C:6]([OH:8])=[O:7])=[CH:4][C:3]=1[N+:11]([O-:13])=[O:12].[C:14](OC)(OC)(OC)C. No catalyst specified. The product is [CH3:14][O:7][C:6](=[O:8])[C:5]1[CH:9]=[CH:10][C:2]([I:1])=[C:3]([N+:11]([O-:13])=[O:12])[CH:4]=1. The yield is 1.00. (7) The reactants are [N:1]1[C:10]2[C:5](=[CH:6][CH:7]=[CH:8][CH:9]=2)[CH:4]=[C:3]([CH:11]=O)[CH:2]=1.[Br-].[O:14]1CCO[CH:15]1[CH2:19][P+](C1C=CC=CC=1)(C1C=CC=CC=1)C1C=CC=CC=1.COCCOCCN(CCOCCOC)CCOCCOC.C([O-])([O-])=O.[K+].[K+]. The catalyst is C(Cl)Cl. The product is [N:1]1[C:10]2[C:5](=[CH:6][CH:7]=[CH:8][CH:9]=2)[CH:4]=[C:3](/[CH:11]=[CH:19]/[CH:15]=[O:14])[CH:2]=1. The yield is 0.770.